The task is: Predict the reaction yield, written as a fraction of the theoretical maximum amount of product (1.0 means a 100% yield; for example, 0.34 means a 34% yield).. This data is from Reaction yield outcomes from USPTO patents with 853,638 reactions. (1) The reactants are [NH2:1][C:2]1[N:7]=[CH:6][N:5]=[C:4]2[N:8]([CH:17]([C:19]3[O:20][C:21](=[O:35])[C:22]4[C:27]([C:28]=3[C:29]3[CH:34]=[CH:33][CH:32]=[CH:31][CH:30]=3)=[CH:26][CH:25]=[CH:24][CH:23]=4)[CH3:18])[N:9]=[C:10](C3C=NC=CN=3)[C:3]=12.NC1N=CN=C2N(C(C3OC(=O)C4C(C=3C3C=CC=CC=3)=CC=CC=4)C)N=C(I)C=12.C[Sn](C)(C)[C:68]1[CH:76]=[CH:75][CH:74]=[C:73]2[C:69]=1[CH:70]=[N:71][NH:72]2. No catalyst specified. The product is [NH2:1][C:2]1[N:7]=[CH:6][N:5]=[C:4]2[N:8]([CH:17]([C:19]3[O:20][C:21](=[O:35])[C:22]4[C:27]([C:28]=3[C:29]3[CH:34]=[CH:33][CH:32]=[CH:31][CH:30]=3)=[CH:26][CH:25]=[CH:24][CH:23]=4)[CH3:18])[N:9]=[C:10]([C:68]3[CH:76]=[CH:75][CH:74]=[C:73]4[C:69]=3[CH:70]=[N:71][NH:72]4)[C:3]=12. The yield is 0.390. (2) The yield is 0.520. The reactants are [H-].[Na+].[CH3:3]N(C=O)C.[CH:8]([N:11]1[C:15]([C:16]2[N:17]=[C:18]3[C:24]4[CH:25]=[CH:26][C:27]([C:29]5[NH:33][C:32]([CH3:34])=[N:31][CH:30]=5)=[CH:28][C:23]=4[O:22][CH2:21][CH2:20][N:19]3[CH:35]=2)=[N:14][CH:13]=[N:12]1)([CH3:10])[CH3:9].IC. The catalyst is C1COCC1.O. The product is [CH3:3][N:31]1[CH:30]=[C:29]([C:27]2[CH:26]=[CH:25][C:24]3[C:18]4[N:19]([CH:35]=[C:16]([C:15]5[N:11]([CH:8]([CH3:10])[CH3:9])[N:12]=[CH:13][N:14]=5)[N:17]=4)[CH2:20][CH2:21][O:22][C:23]=3[CH:28]=2)[N:33]=[C:32]1[CH3:34]. (3) The reactants are [CH3:1][C:2]1[N:6]=[CH:5][N:4]([C:7]2[CH:12]=[CH:11][C:10]([N+:13]([O-:15])=[O:14])=[CH:9][C:8]=2[OH:16])[N:3]=1.C(=O)([O-])[O-].[Cs+].[Cs+].Br[CH2:24][CH2:25][CH2:26][CH:27]([NH:29][C:30](=[O:36])[O:31][C:32]([CH3:35])([CH3:34])[CH3:33])[CH3:28]. The catalyst is CN(C=O)C. The product is [CH3:1][C:2]1[N:6]=[CH:5][N:4]([C:7]2[CH:12]=[CH:11][C:10]([N+:13]([O-:15])=[O:14])=[CH:9][C:8]=2[O:16][CH2:24][CH2:25][CH2:26][CH:27]([NH:29][C:30](=[O:36])[O:31][C:32]([CH3:33])([CH3:35])[CH3:34])[CH3:28])[N:3]=1. The yield is 0.741.